Regression. Given two drug SMILES strings and cell line genomic features, predict the synergy score measuring deviation from expected non-interaction effect. From a dataset of NCI-60 drug combinations with 297,098 pairs across 59 cell lines. Drug 1: C1CCC(CC1)NC(=O)N(CCCl)N=O. Drug 2: CC12CCC3C(C1CCC2OP(=O)(O)O)CCC4=C3C=CC(=C4)OC(=O)N(CCCl)CCCl.[Na+]. Cell line: U251. Synergy scores: CSS=12.6, Synergy_ZIP=-9.44, Synergy_Bliss=-15.2, Synergy_Loewe=-21.3, Synergy_HSA=-13.8.